From a dataset of Catalyst prediction with 721,799 reactions and 888 catalyst types from USPTO. Predict which catalyst facilitates the given reaction. Reactant: [OH:1][C:2]1[C:3]([C:12](=[O:21])[CH2:13][C:14]([O:16][C:17]([CH3:20])([CH3:19])[CH3:18])=[O:15])=[CH:4][C:5]2[C:10]([CH:11]=1)=[CH:9][CH:8]=[CH:7][CH:6]=2.[CH:22](=O)[C:23]1[CH:28]=[CH:27][CH:26]=[CH:25][CH:24]=1.N1CCCCC1.C(O)(=O)C. Product: [OH:1][C:2]1[C:3]([C:12](/[C:13](=[CH:22]\[C:23]2[CH:28]=[CH:27][CH:26]=[CH:25][CH:24]=2)/[C:14]([O:16][C:17]([CH3:18])([CH3:20])[CH3:19])=[O:15])=[O:21])=[CH:4][C:5]2[C:10]([CH:11]=1)=[CH:9][CH:8]=[CH:7][CH:6]=2. The catalyst class is: 48.